From a dataset of Catalyst prediction with 721,799 reactions and 888 catalyst types from USPTO. Predict which catalyst facilitates the given reaction. Reactant: CS(O[CH:6]1[CH2:14][CH2:13][C:12]2[N:8]([C:9]3[N:28]=[CH:27][N:26]=[C:25]([NH2:29])[C:10]=3[C:11]=2[C:15]2[CH:16]=[N:17][C:18]3[C:23]([CH:24]=2)=[CH:22][CH:21]=[CH:20][CH:19]=3)[CH2:7]1)(=O)=O.[CH3:30][NH2:31]. Product: [CH3:30][NH:31][CH:6]1[CH2:14][CH2:13][C:12]2[N:8]([C:9]3[N:28]=[CH:27][N:26]=[C:25]([NH2:29])[C:10]=3[C:11]=2[C:15]2[CH:16]=[N:17][C:18]3[C:23]([CH:24]=2)=[CH:22][CH:21]=[CH:20][CH:19]=3)[CH2:7]1. The catalyst class is: 5.